Dataset: Reaction yield outcomes from USPTO patents with 853,638 reactions. Task: Predict the reaction yield, written as a fraction of the theoretical maximum amount of product (1.0 means a 100% yield; for example, 0.34 means a 34% yield). (1) The reactants are [OH-].[Na+].[NH2:3][C@H:4]([C:8]([OH:10])=O)[CH:5]([CH3:7])[CH3:6].[C:11](Cl)(=[O:16])[O:12][CH:13]([CH3:15])[CH3:14].Cl.[F:19][C:20]1[CH:31]=[CH:30][C:23]2[N:24]=[C:25]([C@H:27]([NH2:29])[CH3:28])[S:26][C:22]=2[CH:21]=1. The catalyst is C1(C)C=CC=CC=1.CNN(CC1C=CC=CC=1)NC.O. The product is [F:19][C:20]1[CH:31]=[CH:30][C:23]2[N:24]=[C:25]([C@H:27]([NH:29][C:8]([C@@H:4]([NH:3][C:11](=[O:16])[O:12][CH:13]([CH3:15])[CH3:14])[CH:5]([CH3:7])[CH3:6])=[O:10])[CH3:28])[S:26][C:22]=2[CH:21]=1. The yield is 0.924. (2) The catalyst is C(OCC)(=O)C. The reactants are [CH3:1][C:2]1[NH:3][C:4](=[O:26])[C:5]([CH2:11][C:12]2[CH:17]=[CH:16][C:15]([C:18]3[C:19]([C:24]#[N:25])=[CH:20][CH:21]=[CH:22][CH:23]=3)=[CH:14][CH:13]=2)=[C:6]([CH2:8][CH2:9][CH3:10])[N:7]=1.[H-].[Na+].CN(C)C=O.Br[CH2:35][C:36]1[S:37][CH:38]=[CH:39][CH:40]=1. The product is [CH3:1][C:2]1[N:3]([CH2:35][C:36]2[S:37][CH:38]=[CH:39][CH:40]=2)[C:4](=[O:26])[C:5]([CH2:11][C:12]2[CH:17]=[CH:16][C:15]([C:18]3[C:19]([C:24]#[N:25])=[CH:20][CH:21]=[CH:22][CH:23]=3)=[CH:14][CH:13]=2)=[C:6]([CH2:8][CH2:9][CH3:10])[N:7]=1. The yield is 0.580. (3) The reactants are Cl.C[O:3][C:4](=[O:39])[C:5]1[CH:10]=[CH:9][C:8](COC2C=CC(C[C@H](N)C3N(CCCC)C=C(C4C=CC(Cl)=CC=4Cl)N=3)=CC=2)=[CH:7][CH:6]=1.C(OC1C=CC(C=CC(O)=O)=CC=1)C. No catalyst specified. The product is [C:4]([OH:39])(=[O:3])[C:5]1[CH:10]=[CH:9][CH:8]=[CH:7][CH:6]=1. The yield is 0.730. (4) The reactants are C(/C(=C\C1C=[CH:16][CH:15]=[C:14]([NH:18][C:19]2[C:27]3[C:22](=[N:23][CH:24]=[CH:25][C:26]=3[O:28][C:29]3[CH:34]=[CH:33][C:32]([O:35][C:36]4[CH:41]=[CH:40][CH:39]=[CH:38][CH:37]=4)=[CH:31][CH:30]=3)[N:21]([CH2:42][C:43]3[CH:48]=[CH:47][C:46]([O:49][CH3:50])=[CH:45][CH:44]=3)[N:20]=2)C=1)/C(OC(C)(C)C)=O)#N.N[CH2:52][C@@H:53]1CCC[N:54]1[C:58]([O:60][C:61]([CH3:64])([CH3:63])[CH3:62])=[O:59].CC1(C)C2C(=C(P(C3C=CC=CC=3)C3C=CC=CC=3)C=CC=2)OC2C(P(C3C=CC=CC=3)C3C=CC=CC=3)=CC=CC1=2.C([O-])([O-])=O.[Cs+].[Cs+]. The catalyst is CN(C=O)C.C1C=CC(/C=C/C(/C=C/C2C=CC=CC=2)=O)=CC=1.C1C=CC(/C=C/C(/C=C/C2C=CC=CC=2)=O)=CC=1.C1C=CC(/C=C/C(/C=C/C2C=CC=CC=2)=O)=CC=1.[Pd].[Pd]. The product is [CH3:50][O:49][C:46]1[CH:47]=[CH:48][C:43]([CH2:42][N:21]2[C:22]3=[N:23][CH:24]=[CH:25][C:26]([O:28][C:29]4[CH:34]=[CH:33][C:32]([O:35][C:36]5[CH:37]=[CH:38][CH:39]=[CH:40][CH:41]=5)=[CH:31][CH:30]=4)=[C:27]3[C:19]([NH:18][CH2:14][C@@H:15]3[CH2:16][CH2:52][CH2:53][N:54]3[C:58]([O:60][C:61]([CH3:64])([CH3:63])[CH3:62])=[O:59])=[N:20]2)=[CH:44][CH:45]=1. The yield is 0.580. (5) The yield is 0.680. The reactants are [Si]([O:8][CH:9]1[CH2:14][CH2:13][CH:12]([O:15][C:16]2[CH:21]=[CH:20][C:19]([N:22]3[C:27](=[O:28])[C:26]([CH2:29][C:30]4[CH:35]=[CH:34][C:33]([C:36]5[CH:41]=[CH:40][CH:39]=[CH:38][C:37]=5[C:42]5[NH:46][C:45](=[O:47])[O:44][N:43]=5)=[CH:32][CH:31]=4)=[C:25]([CH2:48][CH2:49][CH3:50])[N:24]=[C:23]3[CH3:51])=[CH:18][CH:17]=2)[CH2:11][CH2:10]1)(C(C)(C)C)(C)C.[F-].C([N+](CCCC)(CCCC)CCCC)CCC.C(OCC)(=O)C.O. The product is [OH:8][CH:9]1[CH2:14][CH2:13][CH:12]([O:15][C:16]2[CH:17]=[CH:18][C:19]([N:22]3[C:27](=[O:28])[C:26]([CH2:29][C:30]4[CH:35]=[CH:34][C:33]([C:36]5[CH:41]=[CH:40][CH:39]=[CH:38][C:37]=5[C:42]5[NH:46][C:45](=[O:47])[O:44][N:43]=5)=[CH:32][CH:31]=4)=[C:25]([CH2:48][CH2:49][CH3:50])[N:24]=[C:23]3[CH3:51])=[CH:20][CH:21]=2)[CH2:11][CH2:10]1. The catalyst is O1CCCC1. (6) The reactants are [F:1][C:2]1[C:3]([N:8]2[CH2:13][CH2:12][NH:11][CH2:10][CH2:9]2)=[N:4][CH:5]=[CH:6][CH:7]=1.Cl[CH2:15][C:16]1[NH:20][C:19]2[CH:21]=[CH:22][CH:23]=[CH:24][C:18]=2[N:17]=1.C(=O)([O-])[O-].[Cs+].[Cs+]. The catalyst is CN(C)C=O. The product is [F:1][C:2]1[C:3]([N:8]2[CH2:9][CH2:10][N:11]([CH2:15][C:16]3[NH:20][C:19]4[CH:21]=[CH:22][CH:23]=[CH:24][C:18]=4[N:17]=3)[CH2:12][CH2:13]2)=[N:4][CH:5]=[CH:6][CH:7]=1. The yield is 0.360. (7) The reactants are [Cl-].[CH2:2]([O:4][C:5](=[O:16])[C:6]1[CH:11]=[CH:10][C:9]([CH2:12][C:13]([OH:15])=O)=[CH:8][CH:7]=1)[CH3:3].CN(C)C=O.O[NH:23][C:24](=[NH:35])[CH2:25][O:26][C:27]1[CH:32]=[CH:31][C:30]([O:33][CH3:34])=[CH:29][CH:28]=1. The catalyst is C1C=CC=CC=1. The product is [CH2:2]([O:4][C:5](=[O:16])[C:6]1[CH:7]=[CH:8][C:9]([CH2:12][C:13]2[O:15][N:23]=[C:24]([CH2:25][O:26][C:27]3[CH:32]=[CH:31][C:30]([O:33][CH3:34])=[CH:29][CH:28]=3)[N:35]=2)=[CH:10][CH:11]=1)[CH3:3]. The yield is 0.310. (8) The reactants are BrBr.[OH-:3].[Na+].[Br:5][C:6]1[CH:11]=[C:10]([O:12][CH3:13])[CH:9]=[CH:8][C:7]=1[C:14](=[O:16])C. The catalyst is OS([O-])=O.[Na+]. The product is [Br:5][C:6]1[CH:11]=[C:10]([O:12][CH3:13])[CH:9]=[CH:8][C:7]=1[C:14]([OH:16])=[O:3]. The yield is 0.680. (9) The reactants are C([O:4][C:5]1[CH:29]=[CH:28][C:8]([C:9]2[CH:10]([O:23][CH2:24][CH2:25][CH2:26][Br:27])[O:11][C:12]3[C:17]([CH:18]=2)=[CH:16][CH:15]=[C:14]([O:19]C(=O)C)[CH:13]=3)=[CH:7][CH:6]=1)(=O)C.[OH-].[Na+].CO. The catalyst is C1COCC1. The product is [Br:27][CH2:26][CH2:25][CH2:24][O:23][CH:10]1[C:9]([C:8]2[CH:7]=[CH:6][C:5]([OH:4])=[CH:29][CH:28]=2)=[CH:18][C:17]2[C:12](=[CH:13][C:14]([OH:19])=[CH:15][CH:16]=2)[O:11]1. The yield is 0.650.